This data is from Full USPTO retrosynthesis dataset with 1.9M reactions from patents (1976-2016). The task is: Predict the reactants needed to synthesize the given product. (1) Given the product [Br:8][C:6]1[CH:5]=[CH:4][C:3]([N+:9]([O-:11])=[O:10])=[C:2]([NH:12][C:13]2[CH:20]=[CH:19][C:16]([C:17]#[N:18])=[CH:15][CH:14]=2)[CH:7]=1, predict the reactants needed to synthesize it. The reactants are: Br[C:2]1[CH:7]=[C:6]([Br:8])[CH:5]=[CH:4][C:3]=1[N+:9]([O-:11])=[O:10].[NH2:12][C:13]1[CH:20]=[CH:19][C:16]([C:17]#[N:18])=[CH:15][CH:14]=1.CC([O-])(C)C.[K+].Cl. (2) Given the product [CH2:1]([O:8][CH2:9][CH2:10][CH2:11][C:12]1[S:21][C:15]2[N:16]=[CH:17][N:18]([CH2:32][C:30]([C:24]3[CH:25]=[CH:26][C:27]([F:29])=[CH:28][C:23]=3[F:22])([OH:31])[CH2:33][N:34]3[CH:38]=[N:37][CH:36]=[N:35]3)[C:19](=[O:20])[C:14]=2[CH:13]=1)[C:2]1[CH:3]=[CH:4][CH:5]=[CH:6][CH:7]=1, predict the reactants needed to synthesize it. The reactants are: [CH2:1]([O:8][CH2:9][CH2:10][CH2:11][C:12]1[S:21][C:15]2[N:16]=[CH:17][NH:18][C:19](=[O:20])[C:14]=2[CH:13]=1)[C:2]1[CH:7]=[CH:6][CH:5]=[CH:4][CH:3]=1.[F:22][C:23]1[CH:28]=[C:27]([F:29])[CH:26]=[CH:25][C:24]=1[C:30]1([CH2:33][N:34]2[CH:38]=[N:37][CH:36]=[N:35]2)[CH2:32][O:31]1.C[O-].[Na+]. (3) Given the product [Br:1][C:2]1[CH:3]=[C:4]([CH2:8][CH2:9][CH2:10][N:12]2[CH2:16][CH2:15][CH2:14][CH2:13]2)[CH:5]=[CH:6][CH:7]=1, predict the reactants needed to synthesize it. The reactants are: [Br:1][C:2]1[CH:7]=[CH:6][CH:5]=[C:4]([CH2:8][CH2:9][CH2:10]Br)[CH:3]=1.[NH:12]1[CH2:16][CH2:15][CH2:14][CH2:13]1.C(=O)([O-])[O-].[Cs+].[Cs+]. (4) Given the product [OH:5][CH:1]([C:4]1[C:18]2[O:17][CH2:16][CH:15]([C:12]3[CH:13]=[CH:14][C:9]([CH:6]([CH3:7])[CH3:8])=[CH:10][CH:11]=3)[C:19]=2[C:20]([CH3:35])=[C:21]([NH:27][C:28](=[O:34])[CH2:29][C:30]([CH3:32])([CH3:33])[CH3:31])[C:22]=1[CH3:26])[CH2:3][OH:37], predict the reactants needed to synthesize it. The reactants are: [C:1]([OH:5])([CH3:4])([CH3:3])C.[CH:6]([C:9]1[CH:14]=[CH:13][C:12]([CH:15]2[C:19]3[C:20]([CH3:35])=[C:21]([NH:27][C:28](=[O:34])[CH2:29][C:30]([CH3:33])([CH3:32])[CH3:31])[C:22]([CH3:26])=C(C=C)[C:18]=3[O:17][CH2:16]2)=[CH:11][CH:10]=1)([CH3:8])[CH3:7].S([O-])([O-])=[O:37].[Na+].[Na+]. (5) The reactants are: [OH:1][C:2]1[CH:11]=[CH:10][CH:9]=[C:8]2[C:3]=1[CH2:4][CH2:5][CH2:6][C:7]2=[O:12].C(=O)([O-])[O-].[Cs+].[Cs+].I[CH:20]([CH3:22])[CH3:21]. Given the product [CH3:21][CH:20]([O:1][C:2]1[CH:11]=[CH:10][CH:9]=[C:8]2[C:3]=1[CH2:4][CH2:5][CH2:6][C:7]2=[O:12])[CH3:22], predict the reactants needed to synthesize it. (6) Given the product [C:1]([O:5][C:6](=[O:29])[NH:7][C:8](=[NH:9])[C:10]1[S:11][C:12]([S:27][CH3:28])=[C:13]([S:15]([C:18]2[CH:23]=[CH:22][CH:21]=[C:20]([C:31]3[C:36]([CH3:37])=[CH:35][C:34]([N+:38]([O-:40])=[O:39])=[CH:33][N:32]=3)[CH:19]=2)(=[O:17])=[O:16])[CH:14]=1)([CH3:4])([CH3:3])[CH3:2], predict the reactants needed to synthesize it. The reactants are: [C:1]([O:5][C:6](=[O:29])[NH:7][C:8]([C:10]1[S:11][C:12]([S:27][CH3:28])=[C:13]([S:15]([C:18]2[CH:23]=[CH:22][CH:21]=[C:20](B(O)O)[CH:19]=2)(=[O:17])=[O:16])[CH:14]=1)=[NH:9])([CH3:4])([CH3:3])[CH3:2].I[C:31]1[C:36]([CH3:37])=[CH:35][C:34]([N+:38]([O-:40])=[O:39])=[CH:33][N:32]=1.O.